From a dataset of Full USPTO retrosynthesis dataset with 1.9M reactions from patents (1976-2016). Predict the reactants needed to synthesize the given product. (1) Given the product [Cl:24][C:20]1[CH:19]=[C:18]([C:13]2[C:12]([CH2:11][O:10][C:7]3[CH:8]=[CH:9][C:4]([C:3]([OH:25])=[O:2])=[CH:5][N:6]=3)=[C:16]([CH3:17])[O:15][N:14]=2)[CH:23]=[CH:22][CH:21]=1, predict the reactants needed to synthesize it. The reactants are: C[O:2][C:3](=[O:25])[C:4]1[CH:9]=[CH:8][C:7]([O:10][CH2:11][C:12]2[C:13]([C:18]3[CH:23]=[CH:22][CH:21]=[C:20]([Cl:24])[CH:19]=3)=[N:14][O:15][C:16]=2[CH3:17])=[N:6][CH:5]=1.O.[OH-].[Li+]. (2) Given the product [Cl:13][C:14]1[C:23]2[C:18](=[CH:19][C:20]([O:26][CH2:52][CH2:51][N:47]([CH3:46])[CH2:48][C:49]#[CH:50])=[C:21]([O:24][CH3:25])[CH:22]=2)[N:17]=[CH:16][N:15]=1, predict the reactants needed to synthesize it. The reactants are: N(C(OCC)=O)=NC(OCC)=O.[Cl:13][C:14]1[C:23]2[C:18](=[CH:19][C:20]([OH:26])=[C:21]([O:24][CH3:25])[CH:22]=2)[N:17]=[CH:16][N:15]=1.C1(P(C2C=CC=CC=2)C2C=CC=CC=2)C=CC=CC=1.[CH3:46][N:47]([CH2:51][CH2:52]O)[CH2:48][C:49]#[CH:50]. (3) Given the product [CH3:73][O:74][C:75]([C:77]1[C:14]2[C:9](=[CH:10][C:11]([NH2:68])=[CH:12][CH:13]=2)[CH:8]=[CH:7][CH:16]=1)=[O:76], predict the reactants needed to synthesize it. The reactants are: FC(F)(F)S(O[C:7]1[CH:16]=C[C:14]2[C:9](=[CH:10][CH:11]=[CH:12][CH:13]=2)[C:8]=1C([O-])=O)(=O)=O.C1(P(C2CCCCC2)C2C=CC=CC=2C2C=CC=CC=2)CCCCC1.[O-]P([O-])([O-])=O.[K+].[K+].[K+].C(=[NH:68])(C1C=CC=CC=1)C1C=CC=CC=1.Cl.[OH-].[Na+].C[CH2:73][O:74][C:75]([CH3:77])=[O:76].